Dataset: Full USPTO retrosynthesis dataset with 1.9M reactions from patents (1976-2016). Task: Predict the reactants needed to synthesize the given product. (1) Given the product [CH2:1]([O:8][C:9]1[C:10]([CH3:25])=[C:11]([CH:22]=[CH:23][CH:24]=1)[C:12]([OH:14])=[O:13])[C:2]1[CH:3]=[CH:4][CH:5]=[CH:6][CH:7]=1, predict the reactants needed to synthesize it. The reactants are: [CH2:1]([O:8][C:9]1[C:10]([CH3:25])=[C:11]([CH:22]=[CH:23][CH:24]=1)[C:12]([O:14]CC1C=CC=CC=1)=[O:13])[C:2]1[CH:7]=[CH:6][CH:5]=[CH:4][CH:3]=1.[OH-].[Na+]. (2) Given the product [Cl:16][CH2:17][C:18]([N:11]1[CH2:10][CH2:9][CH:8]([O:7][C:6]2[CH:14]=[CH:15][C:3]([Cl:2])=[CH:4][CH:5]=2)[CH2:13][CH2:12]1)=[O:19], predict the reactants needed to synthesize it. The reactants are: Cl.[Cl:2][C:3]1[CH:15]=[CH:14][C:6]([O:7][CH:8]2[CH2:13][CH2:12][NH:11][CH2:10][CH2:9]2)=[CH:5][CH:4]=1.[Cl:16][CH2:17][C:18](Cl)=[O:19]. (3) Given the product [NH2:15][C:12]1[CH:11]=[CH:10][C:9]([NH:8][C:1](=[O:3])[C:26]2[CH:30]=[CH:31][CH:32]=[CH:33][C:25]=2[O:24][CH3:23])=[CH:14][CH:13]=1, predict the reactants needed to synthesize it. The reactants are: [C:1]([NH:8][C:9]1[CH:14]=[CH:13][C:12]([NH2:15])=[CH:11][CH:10]=1)([O:3]C(C)(C)C)=O.C(N(CC)CC)C.[CH3:23][O:24][C:25]1[CH:33]=[CH:32][CH:31]=[CH:30][C:26]=1C(Cl)=O.